Dataset: NCI-60 drug combinations with 297,098 pairs across 59 cell lines. Task: Regression. Given two drug SMILES strings and cell line genomic features, predict the synergy score measuring deviation from expected non-interaction effect. Synergy scores: CSS=54.5, Synergy_ZIP=-6.36, Synergy_Bliss=-3.50, Synergy_Loewe=0.0389, Synergy_HSA=1.64. Drug 2: CC1C(C(CC(O1)OC2CC(CC3=C2C(=C4C(=C3O)C(=O)C5=CC=CC=C5C4=O)O)(C(=O)C)O)N)O. Drug 1: C1C(C(OC1N2C=C(C(=O)NC2=O)F)CO)O. Cell line: UACC-257.